From a dataset of Full USPTO retrosynthesis dataset with 1.9M reactions from patents (1976-2016). Predict the reactants needed to synthesize the given product. (1) Given the product [C:13]([O:12][CH2:11][C@H:10]([CH2:9][OH:8])[O:30][CH2:31][CH2:32][CH2:33][CH2:34][CH2:35][CH2:36][CH2:37][CH2:38][CH2:39][CH2:40][CH2:41][CH2:42][CH2:43][CH2:44][CH2:45][CH3:46])(=[O:29])[CH2:14][CH2:15][CH2:16][CH2:17][CH2:18][CH2:19][CH2:20][CH2:21][CH2:22][CH2:23][CH2:24][CH2:25][CH2:26][CH2:27][CH3:28], predict the reactants needed to synthesize it. The reactants are: C([O:8][CH2:9][C@H:10]([O:30][CH2:31][CH2:32][CH2:33][CH2:34][CH2:35][CH2:36][CH2:37][CH2:38][CH2:39][CH2:40][CH2:41][CH2:42][CH2:43][CH2:44][CH2:45][CH3:46])[CH2:11][O:12][C:13](=[O:29])[CH2:14][CH2:15][CH2:16][CH2:17][CH2:18][CH2:19][CH2:20][CH2:21][CH2:22][CH2:23][CH2:24][CH2:25][CH2:26][CH2:27][CH3:28])C1C=CC=CC=1.CC(O)=O. (2) Given the product [Br:20][C:18]1[CH:19]=[C:14]([NH:13][C:2]2[N:7]=[CH:6][C:5]3=[N:8][N:9]([CH3:12])[C:10]([CH3:11])=[C:4]3[CH:3]=2)[C:15](=[O:22])[N:16]([CH3:21])[CH:17]=1, predict the reactants needed to synthesize it. The reactants are: Br[C:2]1[N:7]=[CH:6][C:5]2=[N:8][N:9]([CH3:12])[C:10]([CH3:11])=[C:4]2[CH:3]=1.[NH2:13][C:14]1[C:15](=[O:22])[N:16]([CH3:21])[CH:17]=[C:18]([Br:20])[CH:19]=1.C(=O)([O-])[O-].[Cs+].[Cs+].C1C=CC(P(C2C(C3C(P(C4C=CC=CC=4)C4C=CC=CC=4)=CC=C4C=3C=CC=C4)=C3C(C=CC=C3)=CC=2)C2C=CC=CC=2)=CC=1. (3) Given the product [Cl:1][C:2]1[C:7]([C:8]([F:10])([F:11])[F:9])=[CH:6][CH:5]=[CH:4][C:3]=1[CH2:12][NH:13][C:14](=[O:27])[C@@H:20]1[CH2:15][CH2:16][C:17](=[O:18])[N:25]1[CH:22]1[CH2:24][CH2:23]1, predict the reactants needed to synthesize it. The reactants are: [Cl:1][C:2]1[C:7]([C:8]([F:11])([F:10])[F:9])=[CH:6][CH:5]=[CH:4][C:3]=1[CH2:12][N+:13]#[C-:14].[CH2:15]([CH:20]=O)[CH2:16][C:17](O)=[O:18].[CH:22]1([NH2:25])[CH2:24][CH2:23]1.C[OH:27]. (4) Given the product [CH3:13][O:12][C:4]1[C:3]([CH:2]=[O:1])=[CH:11][C:7]2=[N:8][O:9][N:10]=[C:6]2[CH:5]=1, predict the reactants needed to synthesize it. The reactants are: [OH:1][CH2:2][C:3]1[C:4]([O:12][CH3:13])=[CH:5][C:6]2[C:7]([CH:11]=1)=[N:8][O:9][N:10]=2.